Dataset: Forward reaction prediction with 1.9M reactions from USPTO patents (1976-2016). Task: Predict the product of the given reaction. Given the reactants [OH:1][N:2]=[C:3]([Cl:11])[C@@H:4]1[CH2:8][O:7][C:6]([CH3:10])([CH3:9])[O:5]1.[CH3:12][S:13](Cl)(=[O:15])=[O:14].C(N(CC)C(C)C)(C)C, predict the reaction product. The product is: [CH3:10][C:6]1([CH3:9])[O:5][C@H:4]([C:3]([Cl:11])=[N:2][O:1][S:13]([CH3:12])(=[O:15])=[O:14])[CH2:8][O:7]1.